This data is from Forward reaction prediction with 1.9M reactions from USPTO patents (1976-2016). The task is: Predict the product of the given reaction. (1) Given the reactants C(OC(CC1C=CC(O)=C(C)C=1)C(O)=O)C.[CH2:17]([O:24][C:25](=[O:45])[CH:26]([O:42][CH2:43][CH3:44])[CH2:27][C:28]1[CH:33]=[CH:32][C:31]([OH:34])=[C:30]([CH2:35]C2C=CC=CC=2)[CH:29]=1)[C:18]1[CH:23]=[CH:22][CH:21]=[CH:20][CH:19]=1, predict the reaction product. The product is: [CH2:17]([O:24][C:25](=[O:45])[CH:26]([O:42][CH2:43][CH3:44])[CH2:27][C:28]1[CH:33]=[CH:32][C:31]([OH:34])=[C:30]([CH3:35])[CH:29]=1)[C:18]1[CH:23]=[CH:22][CH:21]=[CH:20][CH:19]=1. (2) Given the reactants [S:1]1[CH:5]=[CH:4][CH:3]=[C:2]1[CH:6]=O.[CH3:8][O:9][CH2:10][CH2:11][NH2:12].[C:13]1(=[O:24])[O:19][C:17](=O)[C:16]2=[CH:20][CH:21]=[CH:22][CH:23]=[C:15]2[CH2:14]1.[N:25]1([C:30]2[CH:36]=[CH:35][C:33]([NH2:34])=[CH:32][CH:31]=2)[CH:29]=[CH:28][CH:27]=[CH:26]1, predict the reaction product. The product is: [N:25]1([C:30]2[CH:36]=[CH:35][C:33]([NH:34][C:13]([CH:14]3[C:15]4[C:16](=[CH:20][CH:21]=[CH:22][CH:23]=4)[C:17](=[O:19])[N:12]([CH2:11][CH2:10][O:9][CH3:8])[CH:6]3[C:2]3[S:1][CH:5]=[CH:4][CH:3]=3)=[O:24])=[CH:32][CH:31]=2)[CH:26]=[CH:27][CH:28]=[CH:29]1. (3) Given the reactants [NH:1]1[CH2:6][CH2:5][C:4](=[O:7])[CH2:3][CH2:2]1.Cl[CH2:9][CH2:10][N:11]1[CH2:16][CH2:15][CH2:14][CH2:13][CH2:12]1, predict the reaction product. The product is: [N:11]1([CH2:10][CH2:9][N:1]2[CH2:6][CH2:5][C:4](=[O:7])[CH2:3][CH2:2]2)[CH2:16][CH2:15][CH2:14][CH2:13][CH2:12]1. (4) Given the reactants [Cl:1][C:2]1[CH:3]=[C:4]2[C:8](=[CH:9][CH:10]=1)[NH:7][CH:6]=[C:5]2[CH2:11][CH2:12][NH:13][C:14](=[O:22])[C:15]1[CH:20]=[CH:19][C:18](I)=[CH:17][CH:16]=1.B(O)(O)[C:24]1[CH:25]=[CH:26][C:27]([CH3:30])=[CH:28][CH:29]=1.C(=O)([O-])[O-].[Na+].[Na+], predict the reaction product. The product is: [Cl:1][C:2]1[CH:3]=[C:4]2[C:8](=[CH:9][CH:10]=1)[NH:7][CH:6]=[C:5]2[CH2:11][CH2:12][NH:13][C:14]([C:15]1[CH:20]=[CH:19][C:18]([C:24]2[CH:29]=[CH:28][C:27]([CH3:30])=[CH:26][CH:25]=2)=[CH:17][CH:16]=1)=[O:22]. (5) The product is: [Br:12][C:9]1[C:8]2[CH:7]=[N:6][CH:5]=[CH:4][C:3]=2[C:2]([CH:19]=[O:18])=[CH:11][CH:10]=1. Given the reactants Br[C:2]1[CH:11]=[CH:10][C:9]([Br:12])=[C:8]2[C:3]=1[CH:4]=[CH:5][N:6]=[CH:7]2.C([Li])CCC.[O:18]1CCC[CH2:19]1, predict the reaction product. (6) Given the reactants [CH:1]1([CH:7]([NH:24][C:25]2[CH:33]=[CH:32][C:28]([C:29](O)=[O:30])=[CH:27][CH:26]=2)[C:8]2[C:9]([CH2:22][CH3:23])=[N:10][N:11]([C:13]3[CH:18]=[CH:17][CH:16]=[C:15]([O:19][CH2:20][CH3:21])[CH:14]=3)[CH:12]=2)[CH2:6][CH2:5][CH2:4][CH2:3][CH2:2]1.Cl.C(N=C=NCCCN(C)C)C.ON1C2C=CC=CC=2N=N1.Cl.[NH2:57][CH2:58][C:59]([CH2:67][CH3:68])([CH2:65][CH3:66])[C:60]([O:62][CH2:63][CH3:64])=[O:61], predict the reaction product. The product is: [CH:1]1([CH:7]([NH:24][C:25]2[CH:33]=[CH:32][C:28]([C:29]([NH:57][CH2:58][C:59]([CH2:65][CH3:66])([CH2:67][CH3:68])[C:60]([O:62][CH2:63][CH3:64])=[O:61])=[O:30])=[CH:27][CH:26]=2)[C:8]2[C:9]([CH2:22][CH3:23])=[N:10][N:11]([C:13]3[CH:18]=[CH:17][CH:16]=[C:15]([O:19][CH2:20][CH3:21])[CH:14]=3)[CH:12]=2)[CH2:6][CH2:5][CH2:4][CH2:3][CH2:2]1.